This data is from Forward reaction prediction with 1.9M reactions from USPTO patents (1976-2016). The task is: Predict the product of the given reaction. (1) Given the reactants [CH:1]1([O:4][C:5]2[CH:6]=[C:7]([C:15]3[NH:32][C:18]4[CH:19]=[N:20][N:21](COCC[Si](C)(C)C)[C:22](=[O:23])[C:17]=4[C:16]=3[CH2:33][CH2:34][CH:35]3[CH2:37][CH2:36]3)[CH:8]=[CH:9][C:10]=2[O:11][CH:12]([F:14])[F:13])[CH2:3][CH2:2]1.C1(OC2C=C(C3NC4C=NN(COCC[Si](C)(C)C)C(=O)C=4C=3CCC)C=CC=2OC(F)F)CC1, predict the reaction product. The product is: [CH:1]1([O:4][C:5]2[CH:6]=[C:7]([C:15]3[NH:32][C:18]4[CH:19]=[N:20][NH:21][C:22](=[O:23])[C:17]=4[C:16]=3[CH2:33][CH2:34][CH:35]3[CH2:37][CH2:36]3)[CH:8]=[CH:9][C:10]=2[O:11][CH:12]([F:13])[F:14])[CH2:3][CH2:2]1. (2) Given the reactants [OH:1][CH2:2][C:3]1[CH:11]=[C:10]2[C:6]([CH2:7][C:8](=[O:12])[NH:9]2)=[CH:5][CH:4]=1.Br[CH2:14][CH2:15][CH2:16][O:17][CH3:18].C(=O)([O-])[O-].[K+].[K+].[I-].[K+], predict the reaction product. The product is: [OH:1][CH2:2][C:3]1[CH:11]=[C:10]2[C:6]([CH2:7][C:8](=[O:12])[N:9]2[CH2:14][CH2:15][CH2:16][O:17][CH3:18])=[CH:5][CH:4]=1. (3) Given the reactants [O:1]=[C:2]([CH3:8])[CH2:3][CH2:4][C:5]([OH:7])=[O:6].[Br:9]Br, predict the reaction product. The product is: [Br:9][CH:3]([C:2](=[O:1])[CH3:8])[CH2:4][C:5]([OH:7])=[O:6]. (4) The product is: [Br:1][C:2]1[CH:3]=[CH:4][C:5]([O:10][CH2:18][CH:19]2[CH2:21][CH2:20]2)=[C:6]([CH:9]=1)[CH:7]=[O:8]. Given the reactants [Br:1][C:2]1[CH:3]=[CH:4][C:5]([OH:10])=[C:6]([CH:9]=1)[CH:7]=[O:8].C([O-])([O-])=O.[K+].[K+].Br[CH2:18][CH:19]1[CH2:21][CH2:20]1.O, predict the reaction product. (5) The product is: [F:10][C:6]1[C:7]([F:9])=[CH:8][C:3]2[C:1]3[N:2]([N:23]=[C:17]([CH3:18])[N:20]=3)[C:12](=[O:16])[NH:11][C:4]=2[CH:5]=1. Given the reactants [C:1]([C:3]1[CH:8]=[C:7]([F:9])[C:6]([F:10])=[CH:5][C:4]=1[NH:11][C:12](=[O:16])OCC)#[N:2].[C:17]([NH:20]N)(=O)[CH3:18].C[N:23]1CCCC1=O, predict the reaction product.